Predict the reactants needed to synthesize the given product. From a dataset of Full USPTO retrosynthesis dataset with 1.9M reactions from patents (1976-2016). (1) Given the product [CH2:13]([O:15][C:16]([C:18]1[C:26]2[C:21](=[CH:22][C:23]([Br:31])=[C:24]([CH2:27][C:6](=[O:7])[NH:8][CH2:9][CH2:10][C:35]3[CH:40]=[CH:39][CH:38]=[C:37]([CH3:41])[CH:36]=3)[CH:25]=2)[NH:20][C:19]=1[CH3:32])=[O:17])[CH3:14], predict the reactants needed to synthesize it. The reactants are: C1N=CN([C:6]([N:8]2C=N[CH:10]=[CH:9]2)=[O:7])C=1.[CH2:13]([O:15][C:16]([C:18]1[C:26]2[C:21](=[CH:22][C:23]([Br:31])=[C:24]([CH2:27]C(O)=O)[CH:25]=2)[NH:20][C:19]=1[CH3:32])=[O:17])[CH3:14].CO[C:35]1[CH:36]=[C:37]([CH2:41]CN)[CH:38]=[CH:39][CH:40]=1. (2) The reactants are: [Cl:1][C:2]1[CH:3]=[C:4]([C:8]2[N:9]=[CH:10][C:11]3[CH2:12][CH2:13][C:14]([CH3:20])([CH3:19])[C:15](=O)[C:16]=3[CH:17]=2)[CH:5]=[CH:6][CH:7]=1.[C:21](=[O:24])([O-])[O-].[NH4+:25].[NH4+:26].[C-]#N.[K+].S(=O)(O)[O-].[Na+].[CH2:35]([OH:37])C.Cl. Given the product [Cl:1][C:2]1[CH:3]=[C:4]([C:8]2[N:9]=[CH:10][C:11]3[CH2:12][CH2:13][C:14]([CH3:20])([CH3:19])[C:15]4([C:35](=[O:37])[NH:26][C:21](=[O:24])[NH:25]4)[C:16]=3[CH:17]=2)[CH:5]=[CH:6][CH:7]=1, predict the reactants needed to synthesize it. (3) Given the product [OH:5][CH2:6][C:7]1[S:8][CH:9]=[C:10]([C:12]([OH:14])=[O:13])[N:11]=1, predict the reactants needed to synthesize it. The reactants are: CC(C)(C)C([O:5][CH2:6][C:7]1[S:8][CH:9]=[C:10]([C:12]([OH:14])=[O:13])[N:11]=1)=O.C(=O)([O-])[O-].[K+].[K+]. (4) Given the product [Cl:1][C:2]1[N:7]=[C:6]([NH:22][C@@H:23]2[CH2:28][CH2:27][CH2:26][C@H:25]([OH:29])[CH2:24]2)[C:5]([C:9]([O:11][CH3:12])=[O:10])=[CH:4][N:3]=1, predict the reactants needed to synthesize it. The reactants are: [Cl:1][C:2]1[N:7]=[C:6](Cl)[C:5]([C:9]([O:11][CH3:12])=[O:10])=[CH:4][N:3]=1.CCN(C(C)C)C(C)C.[NH2:22][C@@H:23]1[CH2:28][CH2:27][CH2:26][C@H:25]([OH:29])[CH2:24]1. (5) The reactants are: C(N(CC)CC)C.[CH3:8][C:9]1[O:10][C:11]2[CH:17]=[CH:16][C:15]([NH2:18])=[CH:14][C:12]=2[CH:13]=1.Cl.CS[C:22](SC)=[C:23]([C:26](=[O:34])[C:27]1[CH:32]=[CH:31][CH:30]=[CH:29][C:28]=1[Cl:33])[C:24]#[N:25].[NH2:37][C@H:38]1[CH2:44][CH2:43][CH2:42][CH2:41][N:40]([CH2:45][C:46]([N:48]2[CH2:52][CH2:51][CH2:50][CH2:49]2)=[O:47])[C:39]1=[O:53]. Given the product [Cl:33][C:28]1[CH:29]=[CH:30][CH:31]=[CH:32][C:27]=1[C:26](=[O:34])[C:23]([C:24]#[N:25])=[C:22]([NH:37][C@H:38]1[CH2:44][CH2:43][CH2:42][CH2:41][N:40]([CH2:45][C:46]([N:48]2[CH2:49][CH2:50][CH2:51][CH2:52]2)=[O:47])[C:39]1=[O:53])[NH:18][C:15]1[CH:16]=[CH:17][C:11]2[O:10][C:9]([CH3:8])=[CH:13][C:12]=2[CH:14]=1, predict the reactants needed to synthesize it. (6) Given the product [Br:28][C:9]1[N:4]2[N:3]=[N:2][N:1]=[C:5]2[C:6]([N:10]2[CH2:11][CH2:12][N:13]([C:16]([O:18][C:19]([CH3:22])([CH3:21])[CH3:20])=[O:17])[CH2:14][CH2:15]2)=[N:7][CH:8]=1, predict the reactants needed to synthesize it. The reactants are: [N:1]1[N:2]=[N:3][N:4]2[CH:9]=[CH:8][N:7]=[C:6]([N:10]3[CH2:15][CH2:14][N:13]([C:16]([O:18][C:19]([CH3:22])([CH3:21])[CH3:20])=[O:17])[CH2:12][CH2:11]3)[C:5]=12.CN(C=O)C.[Br:28]N1C(=O)CCC1=O. (7) Given the product [CH3:1][O:2][C:3]1[CH:4]=[CH:5][C:6]([C:12]([NH2:14])=[O:13])=[CH:7][C:8]=1[C:9]([NH:15][C:16]1[C:25]2[CH2:24][CH2:23][CH2:22][CH2:21][C:20]=2[CH:19]=[CH:18][CH:17]=1)=[O:11], predict the reactants needed to synthesize it. The reactants are: [CH3:1][O:2][C:3]1[C:8]([C:9]([OH:11])=O)=[CH:7][C:6]([C:12]([NH2:14])=[O:13])=[CH:5][CH:4]=1.[NH2:15][C:16]1[C:25]2[CH2:24][CH2:23][CH2:22][CH2:21][C:20]=2[CH:19]=[CH:18][CH:17]=1.